The task is: Predict which catalyst facilitates the given reaction.. This data is from Catalyst prediction with 721,799 reactions and 888 catalyst types from USPTO. The catalyst class is: 64. Reactant: [CH2:1]([NH:5][C:6](=[O:16])[C@H:7]([C:10]1[CH:15]=[CH:14][CH:13]=[CH:12][CH:11]=1)[CH2:8][OH:9])[CH2:2][CH:3]=[CH2:4].[CH3:17][C@H:18]([CH2:22][CH:23]=[CH2:24])[C:19](O)=[O:20].CCN=C=NCCCN(C)C. Product: [CH3:17][C@H:18]([CH2:22][CH:23]=[CH2:24])[C:19]([O:9][CH2:8][C@@H:7]([C:10]1[CH:11]=[CH:12][CH:13]=[CH:14][CH:15]=1)[C:6]([NH:5][CH2:1][CH2:2][CH:3]=[CH2:4])=[O:16])=[O:20].